Dataset: Forward reaction prediction with 1.9M reactions from USPTO patents (1976-2016). Task: Predict the product of the given reaction. Given the reactants [Cl:1][C:2]1[N:7]2[C:8]([CH2:15][CH:16]3[CH2:21][CH2:20][C:19]([F:23])([F:22])[CH2:18][CH2:17]3)=[C:9]([C:11]([F:14])([F:13])[F:12])[N:10]=[C:6]2[CH:5]=[C:4]([C:24]([O:26]CC)=[O:25])[CH:3]=1.C1COCC1.[OH-].[Na+], predict the reaction product. The product is: [Cl:1][C:2]1[N:7]2[C:8]([CH2:15][CH:16]3[CH2:21][CH2:20][C:19]([F:22])([F:23])[CH2:18][CH2:17]3)=[C:9]([C:11]([F:12])([F:13])[F:14])[N:10]=[C:6]2[CH:5]=[C:4]([C:24]([OH:26])=[O:25])[CH:3]=1.